Predict the reaction yield, written as a fraction of the theoretical maximum amount of product (1.0 means a 100% yield; for example, 0.34 means a 34% yield). From a dataset of Reaction yield outcomes from USPTO patents with 853,638 reactions. (1) The reactants are [Cl:1][C:2]1[CH:3]=[C:4]([CH:25]=[CH:26][C:27]=1[O:28][CH3:29])[CH2:5][NH:6][C:7]1[C:12]([C:13]([O:15]CC)=[O:14])=[CH:11][N:10]=[C:9]([N:18]2[CH2:24][CH2:23][C:20]3([CH2:22][CH2:21]3)[CH2:19]2)[N:8]=1.[OH-].[Na+]. The catalyst is O.CO.O1CCCC1. The product is [Cl:1][C:2]1[CH:3]=[C:4]([CH:25]=[CH:26][C:27]=1[O:28][CH3:29])[CH2:5][NH:6][C:7]1[C:12]([C:13]([OH:15])=[O:14])=[CH:11][N:10]=[C:9]([N:18]2[CH2:24][CH2:23][C:20]3([CH2:21][CH2:22]3)[CH2:19]2)[N:8]=1. The yield is 0.540. (2) The reactants are CS([C:5]1[N:17]=[C:8]2[N:9]=[C:10]([CH2:15][CH3:16])[CH:11]=[C:12]([CH2:13][CH3:14])[N:7]2[N:6]=1)(=O)=O.[Cl:18][C:19]1[CH:28]=[CH:27][C:22]([O:23][CH2:24][CH2:25][OH:26])=[CH:21][CH:20]=1. No catalyst specified. The product is [CH2:15]([C:10]1[CH:11]=[C:12]([CH2:13][CH3:14])[N:7]2[N:6]=[C:5]([O:26][CH2:25][CH2:24][O:23][C:22]3[CH:27]=[CH:28][C:19]([Cl:18])=[CH:20][CH:21]=3)[N:17]=[C:8]2[N:9]=1)[CH3:16]. The yield is 0.800. (3) The reactants are [Br:1][C:2]1[CH:3]=[C:4]([CH:9]=[C:10]([OH:12])[CH:11]=1)[C:5]([O:7][CH3:8])=[O:6].[C:13]1([OH:19])C=CC=CC=1. No catalyst specified. The product is [Br:1][C:2]1[CH:11]=[C:10]([OH:12])[C:9]([CH:13]=[O:19])=[C:4]([CH:3]=1)[C:5]([O:7][CH3:8])=[O:6]. The yield is 0.360. (4) The reactants are [NH2:1][C@@H:2]1[CH2:7][CH2:6][N:5]([C:8]([O:10][C:11]([CH3:14])([CH3:13])[CH3:12])=[O:9])[CH2:4][C@H:3]1[OH:15].CC([O-])=O.[Na+].[Cl:21][CH2:22][C:23](Cl)=[O:24]. The catalyst is CC(C)=O.O.CCOC(C)=O. The product is [Cl:21][CH2:22][C:23]([NH:1][C@@H:2]1[CH2:7][CH2:6][N:5]([C:8]([O:10][C:11]([CH3:12])([CH3:14])[CH3:13])=[O:9])[CH2:4][C@H:3]1[OH:15])=[O:24]. The yield is 0.720. (5) The reactants are [CH3:1][O:2][C:3](=[O:15])[C:4]1[CH:9]=[C:8]([I:10])[CH:7]=[C:6]([N+:11]([O-])=O)[C:5]=1[F:14].Cl[Sn]Cl. The catalyst is CCOC(C)=O. The product is [CH3:1][O:2][C:3](=[O:15])[C:4]1[CH:9]=[C:8]([I:10])[CH:7]=[C:6]([NH2:11])[C:5]=1[F:14]. The yield is 0.620. (6) The reactants are [CH2:1]([O:3][C:4](=[O:16])[C:5]([O:8][C:9]1[CH:14]=[CH:13][CH:12]=[C:11]([NH2:15])[CH:10]=1)([CH3:7])[CH3:6])[CH3:2].C(CC(=O)C)(=O)C.[C:24]1(C)[CH:29]=[CH:28][CH:27]=[CH:26][CH:25]=1. No catalyst specified. The product is [CH2:1]([O:3][C:4](=[O:16])[C:5]([O:8][C:9]1[CH:14]=[CH:13][CH:12]=[C:11]([N:15]2[C:26]([CH3:27])=[CH:25][CH:24]=[C:29]2[CH3:28])[CH:10]=1)([CH3:7])[CH3:6])[CH3:2]. The yield is 0.710. (7) The reactants are [NH2:1][C:2]1[C:7]([F:8])=[C:6](F)[N:5]=[C:4]([C:10]([O:12][CH:13]([CH3:15])[CH3:14])=[O:11])[CH:3]=1.C([O-])(O)=O.[Na+].[ClH:21]. The catalyst is CCOC(C)=O. The product is [NH2:1][C:2]1[C:7]([F:8])=[C:6]([Cl:21])[N:5]=[C:4]([C:10]([O:12][CH:13]([CH3:15])[CH3:14])=[O:11])[CH:3]=1. The yield is 0.460.